From a dataset of Reaction yield outcomes from USPTO patents with 853,638 reactions. Predict the reaction yield, written as a fraction of the theoretical maximum amount of product (1.0 means a 100% yield; for example, 0.34 means a 34% yield). (1) The reactants are [NH2:1][C:2]1[C:11]2[C:6](=[C:7](Br)[CH:8]=[CH:9][CH:10]=2)[N:5]=[N:4][C:3]=1[C:13]([NH:15][CH2:16][CH2:17][CH3:18])=[O:14].[F:19][C:20]1[C:25]([O:26][CH3:27])=[CH:24][CH:23]=[CH:22][C:21]=1B(O)O. No catalyst specified. The product is [NH2:1][C:2]1[C:11]2[C:6](=[C:7]([C:21]3[CH:22]=[CH:23][CH:24]=[C:25]([O:26][CH3:27])[C:20]=3[F:19])[CH:8]=[CH:9][CH:10]=2)[N:5]=[N:4][C:3]=1[C:13]([NH:15][CH2:16][CH2:17][CH3:18])=[O:14]. The yield is 0.570. (2) The reactants are I[C:2]1[C:3]([NH2:22])=[N:4][CH:5]=[CH:6][C:7]=1[O:8][C:9]1[CH:14]=[CH:13][C:12]([O:15][C:16]2[CH:21]=[CH:20][CH:19]=[CH:18][CH:17]=2)=[CH:11][CH:10]=1.CC1(C)C(C)(C)OB([C:31]2[CH:32]=[C:33]([NH:37][C:38](=[O:41])[CH2:39][CH3:40])[CH:34]=[CH:35][CH:36]=2)O1. No catalyst specified. The product is [NH2:22][C:3]1[C:2]([C:35]2[CH:34]=[C:33]([NH:37][C:38](=[O:41])[CH2:39][CH3:40])[CH:32]=[CH:31][CH:36]=2)=[C:7]([O:8][C:9]2[CH:14]=[CH:13][C:12]([O:15][C:16]3[CH:21]=[CH:20][CH:19]=[CH:18][CH:17]=3)=[CH:11][CH:10]=2)[CH:6]=[CH:5][N:4]=1. The yield is 0.490. (3) The reactants are [CH2:1]([O:8][C:9]1[CH:14]=[C:13]([O:15][CH2:16][C:17]2[CH:22]=[CH:21][CH:20]=[CH:19][CH:18]=2)[C:12]([CH:23]([CH3:25])[CH3:24])=[CH:11][C:10]=1[C:26]1[O:30][N:29]=[C:28]([C:31]([NH:33][CH2:34][CH3:35])=[O:32])[C:27]=1[C:36](=[N:38][OH:39])[NH2:37])[C:2]1[CH:7]=[CH:6][CH:5]=[CH:4][CH:3]=1.O.[C:41]1(C)C=CC(S(O)(=O)=O)=CC=1. The catalyst is C(OC)(OC)OC. The product is [CH2:1]([O:8][C:9]1[CH:14]=[C:13]([O:15][CH2:16][C:17]2[CH:22]=[CH:21][CH:20]=[CH:19][CH:18]=2)[C:12]([CH:23]([CH3:25])[CH3:24])=[CH:11][C:10]=1[C:26]1[O:30][N:29]=[C:28]([C:31]([NH:33][CH2:34][CH3:35])=[O:32])[C:27]=1[C:36]1[N:37]=[CH:41][O:39][N:38]=1)[C:2]1[CH:7]=[CH:6][CH:5]=[CH:4][CH:3]=1. The yield is 0.730. (4) The reactants are [Cl:1][C:2]1[CH:10]=[C:9]2[C:5]([C:6]([CH:11]=[O:12])=[CH:7][NH:8]2)=[CH:4][CH:3]=1.[H-].[Na+].[CH3:15][O:16][C:17]1[C:26]2[C:21](=[CH:22][CH:23]=[CH:24][CH:25]=2)[C:20]([S:27](Cl)(=[O:29])=[O:28])=[CH:19][C:18]=1[N:31]1[CH2:36][CH2:35][N:34]([C:37](=[O:42])[C:38]([Cl:41])([Cl:40])[Cl:39])[CH2:33][CH2:32]1. The catalyst is C1COCC1. The product is [Cl:1][C:2]1[CH:10]=[C:9]2[C:5]([C:6]([CH:11]=[O:12])=[CH:7][N:8]2[S:27]([C:20]2[C:21]3[C:26](=[CH:25][CH:24]=[CH:23][CH:22]=3)[C:17]([O:16][CH3:15])=[C:18]([N:31]3[CH2:36][CH2:35][N:34]([C:37](=[O:42])[C:38]([Cl:41])([Cl:39])[Cl:40])[CH2:33][CH2:32]3)[CH:19]=2)(=[O:28])=[O:29])=[CH:4][CH:3]=1. The yield is 0.490.